This data is from Forward reaction prediction with 1.9M reactions from USPTO patents (1976-2016). The task is: Predict the product of the given reaction. (1) Given the reactants Br[C:2]1[NH:22][C:5]2=[N:6][CH:7]=[C:8]([CH2:10][CH2:11][C:12]3[CH:17]=[C:16]([O:18][CH3:19])[CH:15]=[C:14]([O:20][CH3:21])[CH:13]=3)[N:9]=[C:4]2[CH:3]=1.CC1(C)C(C)(C)OB([C:31]2[CH:36]=[CH:35][C:34]([N:37]3[CH2:42][CH2:41][CH:40]([OH:43])[CH2:39][CH2:38]3)=[CH:33][CH:32]=2)O1, predict the reaction product. The product is: [CH3:21][O:20][C:14]1[CH:13]=[C:12]([CH:17]=[C:16]([O:18][CH3:19])[CH:15]=1)[CH2:11][CH2:10][C:8]1[N:9]=[C:4]2[CH:3]=[C:2]([C:31]3[CH:36]=[CH:35][C:34]([N:37]4[CH2:42][CH2:41][CH:40]([OH:43])[CH2:39][CH2:38]4)=[CH:33][CH:32]=3)[NH:22][C:5]2=[N:6][CH:7]=1. (2) Given the reactants Br.[NH2:2][C:3]1[CH:9]=[CH:8][C:7]2[CH:10]=[CH:11][CH:12]=[CH:13][C:6]=2[NH:5][N:4]=1.Br, predict the reaction product. The product is: [NH2:2][C:3]1[CH:9]=[CH:8][C:7]2[CH:10]=[CH:11][CH:12]=[CH:13][C:6]=2[NH:5][N:4]=1.